This data is from KCNQ2 potassium channel screen with 302,405 compounds. The task is: Binary Classification. Given a drug SMILES string, predict its activity (active/inactive) in a high-throughput screening assay against a specified biological target. (1) The drug is O1c2c(OCC1)ccc(NC(=O)/C=C\c1occc1)c2. The result is 0 (inactive). (2) The molecule is O=C1N(C(=O)C2C1CCCC2)c1c(OC(=O)c2ccc(cc2)C)cccc1. The result is 0 (inactive). (3) The molecule is Clc1ccc(S(=O)(=O)N2CCN(CC2)C(=O)c2cc([N+]([O-])=O)c(N3CCCC3)cc2)cc1. The result is 0 (inactive). (4) The drug is O=C(NC(Cc1ccccc1)C(=O)Nc1ccc(OCC)cc1)C1CCCCC1. The result is 0 (inactive).